This data is from Reaction yield outcomes from USPTO patents with 853,638 reactions. The task is: Predict the reaction yield, written as a fraction of the theoretical maximum amount of product (1.0 means a 100% yield; for example, 0.34 means a 34% yield). The reactants are [CH:1]([S:4]([C:7]1[CH:8]=[C:9]2[C:13](=[C:14]([O:16][CH2:17][CH2:18][C:19]3[CH:24]=[CH:23][CH:22]=[CH:21][N:20]=3)[CH:15]=1)[NH:12][N:11]=[C:10]2[NH2:25])(=[O:6])=[O:5])([CH3:3])[CH3:2].[C:26](O)(=[O:36])[C:27]1[C:28](=[CH:32][CH:33]=[CH:34][CH:35]=1)[C:29](O)=[O:30].N1(O)C2C=CC=CC=2N=N1.Cl.CN(C)CCCN=C=NCC.C(=O)([O-])O.[Na+]. The catalyst is CN(C)C=O. The product is [CH:1]([S:4]([C:7]1[CH:8]=[C:9]2[C:13](=[C:14]([O:16][CH2:17][CH2:18][C:19]3[CH:24]=[CH:23][CH:22]=[CH:21][N:20]=3)[CH:15]=1)[NH:12][N:11]=[C:10]2[N:25]1[C:29](=[O:30])[C:28]2[C:27](=[CH:35][CH:34]=[CH:33][CH:32]=2)[C:26]1=[O:36])(=[O:6])=[O:5])([CH3:3])[CH3:2]. The yield is 0.600.